From a dataset of Forward reaction prediction with 1.9M reactions from USPTO patents (1976-2016). Predict the product of the given reaction. (1) The product is: [Cl:1][C:2]1[C:7]([F:8])=[C:6]([C:9]([NH:12][CH2:13][CH2:14][OH:15])=[O:11])[CH:5]=[CH:4][N:3]=1. Given the reactants [Cl:1][C:2]1[C:7]([F:8])=[C:6]([C:9]([OH:11])=O)[CH:5]=[CH:4][N:3]=1.[NH2:12][CH2:13][CH2:14][OH:15], predict the reaction product. (2) Given the reactants Cl[CH:2]([C:18]1[CH:23]=[CH:22][C:21]([F:24])=[CH:20][C:19]=1[F:25])[C:3]1[N:7]([CH3:8])[N:6]=[C:5]([CH3:9])[C:4]=1[C:10]1[C:15]([F:16])=[CH:14][CH:13]=[CH:12][C:11]=1[F:17].[CH3:26][S-:27].[Na+], predict the reaction product. The product is: [F:17][C:11]1[CH:12]=[CH:13][CH:14]=[C:15]([F:16])[C:10]=1[C:4]1[C:5]([CH3:9])=[N:6][N:7]([CH3:8])[C:3]=1[CH:2]([C:18]1[CH:23]=[CH:22][C:21]([F:24])=[CH:20][C:19]=1[F:25])[S:27][CH3:26].